This data is from NCI-60 drug combinations with 297,098 pairs across 59 cell lines. The task is: Regression. Given two drug SMILES strings and cell line genomic features, predict the synergy score measuring deviation from expected non-interaction effect. (1) Drug 1: CCC1(CC2CC(C3=C(CCN(C2)C1)C4=CC=CC=C4N3)(C5=C(C=C6C(=C5)C78CCN9C7C(C=CC9)(C(C(C8N6C=O)(C(=O)OC)O)OC(=O)C)CC)OC)C(=O)OC)O.OS(=O)(=O)O. Drug 2: CCC1=C2CN3C(=CC4=C(C3=O)COC(=O)C4(CC)O)C2=NC5=C1C=C(C=C5)O. Cell line: CCRF-CEM. Synergy scores: CSS=65.6, Synergy_ZIP=0.0871, Synergy_Bliss=-0.220, Synergy_Loewe=-5.94, Synergy_HSA=-0.0970. (2) Drug 1: CCN(CC)CCNC(=O)C1=C(NC(=C1C)C=C2C3=C(C=CC(=C3)F)NC2=O)C. Drug 2: C1CC(=O)NC(=O)C1N2C(=O)C3=CC=CC=C3C2=O. Cell line: ACHN. Synergy scores: CSS=-5.72, Synergy_ZIP=3.51, Synergy_Bliss=-0.406, Synergy_Loewe=-8.92, Synergy_HSA=-8.93. (3) Drug 1: CNC(=O)C1=CC=CC=C1SC2=CC3=C(C=C2)C(=NN3)C=CC4=CC=CC=N4. Drug 2: C1=CC=C(C=C1)NC(=O)CCCCCCC(=O)NO. Cell line: EKVX. Synergy scores: CSS=8.36, Synergy_ZIP=-1.94, Synergy_Bliss=1.90, Synergy_Loewe=1.30, Synergy_HSA=1.57. (4) Drug 1: CCN(CC)CCCC(C)NC1=C2C=C(C=CC2=NC3=C1C=CC(=C3)Cl)OC. Drug 2: CN(C(=O)NC(C=O)C(C(C(CO)O)O)O)N=O. Cell line: HT29. Synergy scores: CSS=32.6, Synergy_ZIP=2.57, Synergy_Bliss=1.12, Synergy_Loewe=-25.2, Synergy_HSA=0.402. (5) Drug 1: CC(CN1CC(=O)NC(=O)C1)N2CC(=O)NC(=O)C2. Drug 2: COC1=CC(=CC(=C1O)OC)C2C3C(COC3=O)C(C4=CC5=C(C=C24)OCO5)OC6C(C(C7C(O6)COC(O7)C8=CC=CS8)O)O. Cell line: TK-10. Synergy scores: CSS=32.7, Synergy_ZIP=0.934, Synergy_Bliss=0.883, Synergy_Loewe=1.82, Synergy_HSA=4.66. (6) Drug 1: C1=CN(C(=O)N=C1N)C2C(C(C(O2)CO)O)O.Cl. Drug 2: CC1=C(C(CCC1)(C)C)C=CC(=CC=CC(=CC(=O)O)C)C. Cell line: NCI-H522. Synergy scores: CSS=25.5, Synergy_ZIP=-0.317, Synergy_Bliss=-0.638, Synergy_Loewe=-10.8, Synergy_HSA=0.764.